Predict which catalyst facilitates the given reaction. From a dataset of Catalyst prediction with 721,799 reactions and 888 catalyst types from USPTO. (1) Reactant: C[O:2][C:3]([C@H:5]1[C@H:9]([C:10]2[CH:15]=[CH:14][C:13]([Cl:16])=[C:12]([F:17])[CH:11]=2)[CH2:8][N:7]([CH2:18][C:19]2[CH:24]=[CH:23][CH:22]=[CH:21][CH:20]=2)[CH2:6]1)=[O:4].O[Li].O. Product: [CH2:18]([N:7]1[CH2:8][C@@H:9]([C:10]2[CH:15]=[CH:14][C:13]([Cl:16])=[C:12]([F:17])[CH:11]=2)[C@H:5]([C:3]([OH:4])=[O:2])[CH2:6]1)[C:19]1[CH:24]=[CH:23][CH:22]=[CH:21][CH:20]=1. The catalyst class is: 72. (2) Reactant: C(OC([N:6]1[CH:10]=[C:9]([C:11]2[C:12]3[CH:19]=[CH:18][N:17]([CH2:20][O:21][CH2:22][CH2:23][Si:24]([CH3:27])([CH3:26])[CH3:25])[C:13]=3[N:14]=[CH:15][N:16]=2)[CH:8]=[N:7]1)C)C.Cl.[OH-].[Na+]. Product: [NH:6]1[CH:10]=[C:9]([C:11]2[C:12]3[CH:19]=[CH:18][N:17]([CH2:20][O:21][CH2:22][CH2:23][Si:24]([CH3:27])([CH3:26])[CH3:25])[C:13]=3[N:14]=[CH:15][N:16]=2)[CH:8]=[N:7]1. The catalyst class is: 20. (3) Reactant: C[O-].[Na+].[N:4]1[CH:9]=[CH:8][CH:7]=[CH:6][C:5]=1[C:10]([O:12]C)=O.[CH3:14][C:15]([CH3:17])=[O:16]. Product: [N:4]1[CH:9]=[CH:8][CH:7]=[CH:6][C:5]=1[C:10](=[O:12])[CH2:14][C:15](=[O:16])[CH3:17]. The catalyst class is: 7. (4) Reactant: [Cl:1][C:2]1[CH:3]=[C:4]2[C:18](=[CH:19][C:20]=1[CH2:21][C:22]1[CH:27]=[CH:26][C:25]([CH2:28][CH3:29])=[CH:24][CH:23]=1)[C@:7]1([C@H:12]([OH:13])[C@@H:11]([OH:14])[C@H:10]([OH:15])[C@@H:9]([CH2:16]O)[O:8]1)[CH2:6][CH2:5]2.CCN(S(F)(F)[F:36])CC. Product: [Cl:1][C:2]1[CH:3]=[C:4]2[C:18](=[CH:19][C:20]=1[CH2:21][C:22]1[CH:27]=[CH:26][C:25]([CH2:28][CH3:29])=[CH:24][CH:23]=1)[C@:7]1([C@H:12]([OH:13])[C@@H:11]([OH:14])[C@H:10]([OH:15])[C@@H:9]([CH2:16][F:36])[O:8]1)[CH2:6][CH2:5]2. The catalyst class is: 2. (5) Reactant: [O:1]1[CH2:6][CH2:5][CH2:4][O:3][CH:2]1[CH2:7][CH2:8]/[C:9](=[C:16]1\[CH2:17][O:18][C:19]2[C:24]([C:25]\1=O)=[CH:23][C:22]([F:27])=[CH:21][CH:20]=2)/[C:10]1[CH:15]=[CH:14][CH:13]=[CH:12][CH:11]=1.O.[NH2:29][NH2:30].[C:31](Cl)(=[O:33])[CH3:32]. Product: [C:31]([N:29]1[C:9]([CH2:8][CH2:7][CH:2]2[O:1][CH2:6][CH2:5][CH2:4][O:3]2)([C:10]2[CH:15]=[CH:14][CH:13]=[CH:12][CH:11]=2)[CH:16]2[CH2:17][O:18][C:19]3[CH:20]=[CH:21][C:22]([F:27])=[CH:23][C:24]=3[C:25]2=[N:30]1)(=[O:33])[CH3:32]. The catalyst class is: 17. (6) The catalyst class is: 11. Reactant: [CH3:1][O:2][N:3]=[C:4]([C:15]1[CH:20]=[CH:19][CH:18]=[CH:17][CH:16]=1)[CH2:5][O:6][C:7]1[CH:12]=[CH:11][C:10]([CH2:13][OH:14])=[CH:9][CH:8]=1.O[C:22]1[CH:27]=[CH:26][C:25]([CH2:28][C:29]#[N:30])=[CH:24][CH:23]=1.C(P(CCCC)CCCC)CCC. Product: [CH3:1][O:2]/[N:3]=[C:4](/[C:15]1[CH:20]=[CH:19][CH:18]=[CH:17][CH:16]=1)\[CH2:5][O:6][C:7]1[CH:12]=[CH:11][C:10]([CH2:13][O:14][C:22]2[CH:27]=[CH:26][C:25]([CH2:28][C:29]#[N:30])=[CH:24][CH:23]=2)=[CH:9][CH:8]=1.